Dataset: Forward reaction prediction with 1.9M reactions from USPTO patents (1976-2016). Task: Predict the product of the given reaction. (1) Given the reactants [CH2:1]([O:8][C:9]1[CH:10]=[CH:11][C:12]([O:31][CH:32]([CH3:34])[CH3:33])=[C:13]([C:15]2[NH:30][C:18]3=[N:19][CH:20]=[C:21]([CH2:23][NH:24][CH2:25][C:26]([O:28]C)=[O:27])[CH:22]=[C:17]3[N:16]=2)[CH:14]=1)[C:2]1[CH:7]=[CH:6][CH:5]=[CH:4][CH:3]=1.[OH-].[Na+].C(O)(=O)CC(CC(O)=O)(C(O)=O)O, predict the reaction product. The product is: [CH2:1]([O:8][C:9]1[CH:10]=[CH:11][C:12]([O:31][CH:32]([CH3:34])[CH3:33])=[C:13]([C:15]2[NH:30][C:18]3=[N:19][CH:20]=[C:21]([CH2:23][NH:24][CH2:25][C:26]([OH:28])=[O:27])[CH:22]=[C:17]3[N:16]=2)[CH:14]=1)[C:2]1[CH:7]=[CH:6][CH:5]=[CH:4][CH:3]=1. (2) Given the reactants P([O-])([O-])([O-])=O.[Na+].[Na+].[Na+].Cl.[NH2:10][C@H:11]([C:17]([OH:19])=[O:18])[CH2:12][CH2:13][CH2:14][CH2:15][NH2:16].CC1N=CC(COP(O)(O)=O)=C(C=O)C=1O, predict the reaction product. The product is: [NH2:10][C@H:11]([C:17]([OH:19])=[O:18])[CH2:12][CH2:13][CH2:14][CH2:15][NH2:16]. (3) Given the reactants CC(C)=O.Cl[C:6]1[C:7]([CH:18]=[O:19])=[CH:8][N:9]([CH2:13][C:14]([F:17])([F:16])[F:15])[C:10](=[O:12])[CH:11]=1.[N-:20]=[N+:21]=[N-:22].[Na+], predict the reaction product. The product is: [N:20]([C:6]1[C:7]([CH:18]=[O:19])=[CH:8][N:9]([CH2:13][C:14]([F:17])([F:16])[F:15])[C:10](=[O:12])[CH:11]=1)=[N+:21]=[N-:22]. (4) The product is: [C:20]([C:24]1[CH:28]=[C:27]([CH2:29][CH2:30][C:31]2[CH:36]=[CH:35][CH:34]=[CH:33][CH:32]=2)[N:26]([CH2:37][C:38]2[CH:47]=[CH:46][C:41]([CH:42]=[O:43])=[CH:40][CH:39]=2)[N:25]=1)([CH3:23])([CH3:21])[CH3:22]. Given the reactants CN1CCNCC1.COCCO[Al-]OCCOC.[Na+].[C:20]([C:24]1[CH:28]=[C:27]([CH2:29][CH2:30][C:31]2[CH:36]=[CH:35][CH:34]=[CH:33][CH:32]=2)[N:26]([CH2:37][C:38]2[CH:47]=[CH:46][C:41]([C:42](OC)=[O:43])=[CH:40][CH:39]=2)[N:25]=1)([CH3:23])([CH3:22])[CH3:21].Cl, predict the reaction product.